This data is from Acute oral toxicity (LD50) regression data from Zhu et al.. The task is: Regression/Classification. Given a drug SMILES string, predict its toxicity properties. Task type varies by dataset: regression for continuous values (e.g., LD50, hERG inhibition percentage) or binary classification for toxic/non-toxic outcomes (e.g., AMES mutagenicity, cardiotoxicity, hepatotoxicity). Dataset: ld50_zhu. (1) The rat oral LD50 is 4.64, given as -log10 of the dose in mol/kg body weight (higher means more acutely toxic). The compound is CC(C)=CC(NC(=O)C1=C([O-])c2sc(Cl)cc2S(=O)(=O)N1C)[n+]1ccccc1. (2) The molecule is C=CC(=O)OCCN(C)C. The rat oral LD50 is 2.50, given as -log10 of the dose in mol/kg body weight (higher means more acutely toxic). (3) The compound is O=C1CN=C(c2ccccc2)c2cc([N+](=O)[O-])ccc2N1. The rat oral LD50 is 2.53, given as -log10 of the dose in mol/kg body weight (higher means more acutely toxic). (4) The drug is CCN(CC)P1(=S)OCc2cc([N+](=O)[O-])ccc2O1. The rat oral LD50 is 3.30, given as -log10 of the dose in mol/kg body weight (higher means more acutely toxic). (5) The drug is ClCNc1cc(Cl)ccc1Oc1ccc(Cl)cc1. The rat oral LD50 is 2.62, given as -log10 of the dose in mol/kg body weight (higher means more acutely toxic). (6) The drug is Clc1cc(Cl)c2nsnc2c1Cl. The rat oral LD50 is 2.17, given as -log10 of the dose in mol/kg body weight (higher means more acutely toxic). (7) The drug is CCOP(=S)(OCC)SCCC(F)=C(F)F. The rat oral LD50 is 2.64, given as -log10 of the dose in mol/kg body weight (higher means more acutely toxic).